From a dataset of Reaction yield outcomes from USPTO patents with 853,638 reactions. Predict the reaction yield, written as a fraction of the theoretical maximum amount of product (1.0 means a 100% yield; for example, 0.34 means a 34% yield). The reactants are Br[C:2]1[CH:29]=[CH:28][C:5]2[N:6]=[C:7]([C:9]3[CH:14]=[CH:13][C:12]([O:15][CH2:16][CH2:17][CH2:18][CH2:19][CH2:20][CH2:21][CH2:22][CH2:23][CH2:24][CH2:25][CH2:26][CH3:27])=[CH:11][CH:10]=3)[S:8][C:4]=2[CH:3]=1.[CH2:30]([C:39]1[CH:44]=[CH:43][C:42](B(O)O)=[CH:41][CH:40]=1)[CH2:31][CH2:32][CH2:33][CH2:34][CH2:35][CH2:36][CH2:37][CH3:38].C(=O)([O-])[O-].[Na+].[Na+]. The catalyst is C1C=CC([P]([Pd]([P](C2C=CC=CC=2)(C2C=CC=CC=2)C2C=CC=CC=2)([P](C2C=CC=CC=2)(C2C=CC=CC=2)C2C=CC=CC=2)[P](C2C=CC=CC=2)(C2C=CC=CC=2)C2C=CC=CC=2)(C2C=CC=CC=2)C2C=CC=CC=2)=CC=1.COCCOC. The product is [CH2:16]([O:15][C:12]1[CH:13]=[CH:14][C:9]([C:7]2[S:8][C:4]3[CH:3]=[C:2]([C:42]4[CH:41]=[CH:40][C:39]([CH2:30][CH2:31][CH2:32][CH2:33][CH2:34][CH2:35][CH2:36][CH2:37][CH3:38])=[CH:44][CH:43]=4)[CH:29]=[CH:28][C:5]=3[N:6]=2)=[CH:10][CH:11]=1)[CH2:17][CH2:18][CH2:19][CH2:20][CH2:21][CH2:22][CH2:23][CH2:24][CH2:25][CH2:26][CH3:27]. The yield is 0.745.